The task is: Predict the product of the given reaction.. This data is from Forward reaction prediction with 1.9M reactions from USPTO patents (1976-2016). The product is: [CH3:22][NH:23][C:24](=[O:29])[C:25]([CH3:27])([N:12]1[CH:13]=[C:9]([B:4]2[O:5][C:6]([CH3:7])([CH3:8])[C:2]([CH3:14])([CH3:1])[O:3]2)[CH:10]=[N:11]1)[CH3:26]. Given the reactants [CH3:1][C:2]1([CH3:14])[C:6]([CH3:8])([CH3:7])[O:5][B:4]([C:9]2[CH:10]=[N:11][NH:12][CH:13]=2)[O:3]1.CN(C)C=O.[H-].[Na+].[CH3:22][NH:23][C:24](=[O:29])[C:25](Br)([CH3:27])[CH3:26], predict the reaction product.